This data is from NCI-60 drug combinations with 297,098 pairs across 59 cell lines. The task is: Regression. Given two drug SMILES strings and cell line genomic features, predict the synergy score measuring deviation from expected non-interaction effect. (1) Cell line: SF-295. Synergy scores: CSS=27.4, Synergy_ZIP=8.99, Synergy_Bliss=9.53, Synergy_Loewe=-22.3, Synergy_HSA=9.35. Drug 2: C1CN(P(=O)(OC1)NCCCl)CCCl. Drug 1: COC1=C2C(=CC3=C1OC=C3)C=CC(=O)O2. (2) Drug 1: C1CN1P(=S)(N2CC2)N3CC3. Drug 2: CCN(CC)CCCC(C)NC1=C2C=C(C=CC2=NC3=C1C=CC(=C3)Cl)OC. Cell line: MALME-3M. Synergy scores: CSS=1.14, Synergy_ZIP=-1.58, Synergy_Bliss=0.202, Synergy_Loewe=-0.949, Synergy_HSA=-0.731. (3) Drug 1: C1CCN(CC1)CCOC2=CC=C(C=C2)C(=O)C3=C(SC4=C3C=CC(=C4)O)C5=CC=C(C=C5)O. Drug 2: C1=C(C(=O)NC(=O)N1)F. Cell line: UO-31. Synergy scores: CSS=21.6, Synergy_ZIP=-2.17, Synergy_Bliss=-3.12, Synergy_Loewe=-1.46, Synergy_HSA=-0.995. (4) Drug 1: C1CCN(CC1)CCOC2=CC=C(C=C2)C(=O)C3=C(SC4=C3C=CC(=C4)O)C5=CC=C(C=C5)O. Drug 2: N.N.Cl[Pt+2]Cl. Cell line: A498. Synergy scores: CSS=-0.460, Synergy_ZIP=-1.10, Synergy_Bliss=-3.95, Synergy_Loewe=-8.40, Synergy_HSA=-4.79. (5) Drug 1: C1CCC(CC1)NC(=O)N(CCCl)N=O. Drug 2: CC1=C(C=C(C=C1)NC(=O)C2=CC=C(C=C2)CN3CCN(CC3)C)NC4=NC=CC(=N4)C5=CN=CC=C5. Cell line: SK-MEL-5. Synergy scores: CSS=2.75, Synergy_ZIP=-3.65, Synergy_Bliss=-5.25, Synergy_Loewe=-9.30, Synergy_HSA=-8.12.